Dataset: Forward reaction prediction with 1.9M reactions from USPTO patents (1976-2016). Task: Predict the product of the given reaction. (1) Given the reactants [Br:1][C:2]1[CH:12]=[C:11]([CH3:13])[C:5]([O:6][CH2:7][C:8]([OH:10])=O)=[C:4]([CH3:14])[CH:3]=1.[NH2:15][C:16]1[CH:17]=[CH:18][C:19]([S:34]([CH2:37][CH3:38])(=[O:36])=[O:35])=[C:20]([CH:33]=1)[CH2:21][NH:22][C:23](=[O:32])[O:24][CH2:25][C:26]1[CH:31]=[CH:30][CH:29]=[CH:28][CH:27]=1.O=P(Cl)(Cl)Cl, predict the reaction product. The product is: [Br:1][C:2]1[CH:3]=[C:4]([CH3:14])[C:5]([O:6][CH2:7][C:8]([NH:15][C:16]2[CH:17]=[CH:18][C:19]([S:34]([CH2:37][CH3:38])(=[O:36])=[O:35])=[C:20]([CH:33]=2)[CH2:21][NH:22][C:23](=[O:32])[O:24][CH2:25][C:26]2[CH:31]=[CH:30][CH:29]=[CH:28][CH:27]=2)=[O:10])=[C:11]([CH3:13])[CH:12]=1. (2) Given the reactants [CH:1]([NH2:4])([CH3:3])[CH3:2].C(N(CC)CC)C.Cl[CH2:13][C:14]1[N:15]=[C:16]([CH:19]2[CH2:24][CH:23]([C:25]3[CH:30]=[CH:29][C:28]([CH2:31][CH3:32])=[CH:27][CH:26]=3)[CH2:22][N:21]([C:33]([N:35]3[CH2:40][CH2:39][O:38][CH2:37][CH2:36]3)=[O:34])[CH2:20]2)[S:17][CH:18]=1, predict the reaction product. The product is: [CH2:31]([C:28]1[CH:27]=[CH:26][C:25]([CH:23]2[CH2:24][CH:19]([C:16]3[S:17][CH:18]=[C:14]([CH2:13][NH:4][CH:1]([CH3:3])[CH3:2])[N:15]=3)[CH2:20][N:21]([C:33]([N:35]3[CH2:40][CH2:39][O:38][CH2:37][CH2:36]3)=[O:34])[CH2:22]2)=[CH:30][CH:29]=1)[CH3:32]. (3) Given the reactants [CH3:1][C:2]([C:6]1[CH:7]=[C:8]([C:13]2[N:18]=[CH:17][C:16]([CH:19]=O)=[CH:15][CH:14]=2)[CH:9]=[CH:10][C:11]=1[OH:12])([CH3:5])[CH2:3][CH3:4].N1CCCCC1.C(O)(=O)C.[S:31]1[CH2:35][C:34](=[O:36])[NH:33][C:32]1=[O:37], predict the reaction product. The product is: [CH3:5][C:2]([C:6]1[CH:7]=[C:8]([C:13]2[N:18]=[CH:17][C:16]([CH:19]=[C:35]3[S:31][C:32](=[O:37])[NH:33][C:34]3=[O:36])=[CH:15][CH:14]=2)[CH:9]=[CH:10][C:11]=1[OH:12])([CH3:1])[CH2:3][CH3:4]. (4) Given the reactants [N:1]1([CH2:7][CH2:8][O:9][C:10]2[CH:39]=[CH:38][C:13]([O:14][C:15]3[C:16]4[CH:36]=[CH:35][C:34]([OH:37])=[CH:33][C:17]=4[S:18][C:19]=3[C:20]3[CH:25]=[CH:24][C:23]([S:26]([C:29]([F:32])([F:31])[F:30])(=[O:28])=[O:27])=[CH:22][CH:21]=3)=[CH:12][CH:11]=2)[CH2:6][CH2:5][CH2:4][CH2:3][CH2:2]1.[C:40]([O:43]CC)(=[O:42])C, predict the reaction product. The product is: [F:32][C:29]([F:30])([F:31])[C:40]([OH:43])=[O:42].[N:1]1([CH2:7][CH2:8][O:9][C:10]2[CH:11]=[CH:12][C:13]([O:14][C:15]3[C:16]4[CH:36]=[CH:35][C:34]([OH:37])=[CH:33][C:17]=4[S:18][C:19]=3[C:20]3[CH:21]=[CH:22][C:23]([S:26]([C:29]([F:30])([F:31])[F:32])(=[O:27])=[O:28])=[CH:24][CH:25]=3)=[CH:38][CH:39]=2)[CH2:6][CH2:5][CH2:4][CH2:3][CH2:2]1. (5) The product is: [N+:42]([C:39]1[CH:40]=[CH:41][C:36]([O:35][C:34](=[O:48])[O:47][CH2:50][N:28]2[C:29]3[C:24](=[CH:23][CH:22]=[C:21]([O:20][CH2:19][CH2:18][CH2:17][CH2:16][N:13]4[CH2:12][CH2:11][N:10]([C:6]5[C:3]6[CH:4]=[CH:5][S:1][C:2]=6[CH:9]=[CH:8][CH:7]=5)[CH2:15][CH2:14]4)[CH:30]=3)[CH:25]=[CH:26][C:27]2=[O:31])=[CH:37][CH:38]=1)([O-:44])=[O:43]. Given the reactants [S:1]1[CH:5]=[CH:4][C:3]2[C:6]([N:10]3[CH2:15][CH2:14][N:13]([CH2:16][CH2:17][CH2:18][CH2:19][O:20][C:21]4[CH:30]=[C:29]5[C:24]([CH:25]=[CH:26][C:27](=[O:31])[NH:28]5)=[CH:23][CH:22]=4)[CH2:12][CH2:11]3)=[CH:7][CH:8]=[CH:9][C:2]1=2.[H-].[Na+].[C:34](=[O:48])([O-:47])[O:35][C:36]1[CH:41]=[CH:40][C:39]([N+:42]([O-:44])=[O:43])=[CH:38][C:37]=1CCl.O.[CH2:50]1COCC1, predict the reaction product. (6) Given the reactants [CH3:1][O:2][C:3]1[CH:4]=[C:5]([CH2:11][CH2:12][NH:13][C:14]2[CH:19]=[CH:18][N:17]=[C:16]([NH:20][CH2:21][C:22]3[CH:31]=[CH:30][C:25]([C:26]([O:28]C)=[O:27])=[CH:24][CH:23]=3)[N:15]=2)[CH:6]=[CH:7][C:8]=1[O:9][CH3:10].O[Li].O, predict the reaction product. The product is: [CH3:1][O:2][C:3]1[CH:4]=[C:5]([CH2:11][CH2:12][NH:13][C:14]2[CH:19]=[CH:18][N:17]=[C:16]([NH:20][CH2:21][C:22]3[CH:23]=[CH:24][C:25]([C:26]([OH:28])=[O:27])=[CH:30][CH:31]=3)[N:15]=2)[CH:6]=[CH:7][C:8]=1[O:9][CH3:10]. (7) Given the reactants [CH3:1][O:2][C:3]1[CH:14]=[CH:13][C:6]2[C:7]([CH2:10][CH2:11]I)=[CH:8][O:9][C:5]=2[CH:4]=1.[CH3:15][C:16]1[CH:17]=[C:18]2[C:23](=[C:24]([N:26]3[CH2:31][CH2:30][NH:29][CH2:28][CH2:27]3)[CH:25]=1)[N:22]=[CH:21][CH:20]=[CH:19]2, predict the reaction product. The product is: [CH3:1][O:2][C:3]1[CH:14]=[CH:13][C:6]2[C:7]([CH2:10][CH2:11][N:29]3[CH2:30][CH2:31][N:26]([C:24]4[CH:25]=[C:16]([CH3:15])[CH:17]=[C:18]5[C:23]=4[N:22]=[CH:21][CH:20]=[CH:19]5)[CH2:27][CH2:28]3)=[CH:8][O:9][C:5]=2[CH:4]=1.